This data is from Full USPTO retrosynthesis dataset with 1.9M reactions from patents (1976-2016). The task is: Predict the reactants needed to synthesize the given product. (1) Given the product [F:2][C:3]1([F:9])[CH2:8][CH2:7][N:6]([CH2:11][C:12]([Cl:17])=[O:14])[CH2:5][CH2:4]1, predict the reactants needed to synthesize it. The reactants are: Cl.[F:2][C:3]1([F:9])[CH2:8][CH2:7][NH:6][CH2:5][CH2:4]1.Cl[CH2:11][C:12]([OH:14])=O.C(Cl)C[Cl:17]. (2) Given the product [S:11]=[C:4]1[C:5]2[C:10](=[CH:9][CH:8]=[CH:7][CH:6]=2)[C:2](=[O:1])[N:3]1[CH:12]1[CH2:17][CH2:18][C:19](=[O:21])[NH:27][C:13]1=[O:14], predict the reactants needed to synthesize it. The reactants are: [O:1]=[C:2]1[C:10]2[C:5](=[CH:6][CH:7]=[CH:8][CH:9]=2)[C:4](=[S:11])[N:3]1[CH:12]([CH2:17][CH2:18][C:19]([O:21]C)=O)[C:13](OC)=[O:14].FC(F)(F)C([NH2:27])=O.ON1C2C=CC=CC=2N=N1.Cl.CN(C)CCCN=C=NCC.C(N(CC)CC)C. (3) Given the product [CH3:1][O:2][C:3]1[CH:8]=[CH:7][C:6]([CH2:9][CH2:10][CH2:11][CH2:12][CH2:13][CH2:14][CH2:15][O:16][C:17]2[CH:18]=[CH:19][CH:20]=[CH:21][CH:22]=2)=[CH:5][CH:4]=1, predict the reactants needed to synthesize it. The reactants are: [CH3:1][O:2][C:3]1[CH:8]=[CH:7][C:6]([CH:9]=[CH:10][CH2:11][CH2:12][CH2:13][CH2:14][CH2:15][O:16][C:17]2[CH:22]=[CH:21][CH:20]=[CH:19][CH:18]=2)=[CH:5][CH:4]=1. (4) The reactants are: Br[C:2]1[N:6]2[N:7]=[C:8]([C:11]3[CH:32]=[CH:31][C:14]([C:15]([N:17]4[CH2:23][CH2:22][CH2:21][N:20]([C:24]([O:26][C:27]([CH3:30])([CH3:29])[CH3:28])=[O:25])[CH2:19][CH2:18]4)=[O:16])=[CH:13][CH:12]=3)[CH:9]=[CH:10][C:5]2=[N:4][CH:3]=1.C([O-])([O-])=O.[Cs+].[Cs+].CC1(C)C(C)(C)OB([C:47]2[CH:48]=[C:49]3[C:53](=[CH:54][CH:55]=2)[NH:52][C:51](=[O:56])[CH2:50]3)O1. Given the product [O:56]=[C:51]1[CH2:50][C:49]2[C:53](=[CH:54][CH:55]=[C:47]([C:2]3[N:6]4[N:7]=[C:8]([C:11]5[CH:12]=[CH:13][C:14]([C:15]([N:17]6[CH2:23][CH2:22][CH2:21][N:20]([C:24]([O:26][C:27]([CH3:30])([CH3:29])[CH3:28])=[O:25])[CH2:19][CH2:18]6)=[O:16])=[CH:31][CH:32]=5)[CH:9]=[CH:10][C:5]4=[N:4][CH:3]=3)[CH:48]=2)[NH:52]1, predict the reactants needed to synthesize it. (5) Given the product [O:10]=[C:9]([CH2:11][C:15](=[O:16])[CH3:17])[CH2:8][C:7]([O:14][CH3:12])=[O:2], predict the reactants needed to synthesize it. The reactants are: C[O-:2].[Mg+2].C[O-].C[C:7]1[O:14][C:12](=O)[CH:11]([C:15]([CH3:17])=[O:16])[C:9](=[O:10])[CH:8]=1. (6) Given the product [N:1]1[C:5]2[CH:6]=[CH:7][CH:8]=[CH:9][C:4]=2[NH:3][C:2]=1[CH2:10][N:11]([CH3:31])[C:12]([C:14]1[CH:15]=[CH:16][C:17]2[NH:23][CH:22]([CH2:24][C:25]([OH:27])=[O:26])[C:21](=[O:29])[NH:20][CH2:19][C:18]=2[CH:30]=1)=[O:13], predict the reactants needed to synthesize it. The reactants are: [N:1]1[C:5]2[CH:6]=[CH:7][CH:8]=[CH:9][C:4]=2[NH:3][C:2]=1[CH2:10][N:11]([CH3:31])[C:12]([C:14]1[CH:15]=[CH:16][C:17]2[NH:23][CH:22]([CH2:24][C:25]([O:27]C)=[O:26])[C:21](=[O:29])[NH:20][CH2:19][C:18]=2[CH:30]=1)=[O:13].O.[OH-].[Na+].FC(F)(F)C(O)=O. (7) Given the product [Br:45][C:4]1[CH:5]=[C:6]([CH:26]=[CH:27][C:3]=1[C:1]#[N:2])[C:7]([N:9]([CH2:17][C:18]1[CH:23]=[CH:22][C:21]([C:24]#[N:25])=[CH:20][CH:19]=1)[CH2:10][C:11]1[N:15]([CH3:16])[CH:14]=[N:13][CH:12]=1)=[O:8], predict the reactants needed to synthesize it. The reactants are: [C:1]([C:3]1[CH:27]=[CH:26][C:6]([C:7]([N:9]([CH2:17][C:18]2[CH:23]=[CH:22][C:21]([C:24]#[N:25])=[CH:20][CH:19]=2)[CH2:10][C:11]2[N:15]([CH3:16])[CH:14]=[N:13][CH:12]=2)=[O:8])=[CH:5][C:4]=1C1C2C(=CC=CC=2)C=CC=1)#[N:2].F[P-](F)(F)(F)(F)F.[Br:45][P+](N1CCCC1)(N1CCCC1)N1CCCC1. (8) Given the product [OH:9][CH2:8][C:7]1[C:12]([C:13]2[CH:14]=[CH:15][C:16]([CH3:19])=[CH:17][CH:18]=2)=[C:3]([CH2:2][NH:1][C:61](=[O:62])[O:63][C:64]([CH3:67])([CH3:66])[CH3:65])[C:4]([CH2:21][CH:22]([CH3:24])[CH3:23])=[N:5][C:6]=1[CH3:20], predict the reactants needed to synthesize it. The reactants are: [NH2:1][CH2:2][C:3]1[C:4]([CH2:21][CH:22]([CH3:24])[CH3:23])=[N:5][C:6]([CH3:20])=[C:7]([C:12]=1[C:13]1[CH:18]=[CH:17][C:16]([CH3:19])=[CH:15][CH:14]=1)[C:8](OC)=[O:9].C1(C)C=CC=CC=1.[H-].C([Al+]CC(C)C)C(C)C.O.O.O.O.O.O.O.O.O.O.S([O-])([O-])(=O)=O.[Na+].[Na+].[OH-].[Na+].[C:61](O[C:61]([O:63][C:64]([CH3:67])([CH3:66])[CH3:65])=[O:62])([O:63][C:64]([CH3:67])([CH3:66])[CH3:65])=[O:62]. (9) Given the product [CH3:1][C:2]1[N:3]([CH2:29][C:27]([O:26][CH2:25][CH3:24])=[O:28])[C:4]([CH:11]=[CH2:12])=[C:5]([C:7]([F:10])([F:8])[F:9])[N:6]=1, predict the reactants needed to synthesize it. The reactants are: [CH3:1][C:2]1[NH:3][C:4]([CH:11]=[CH2:12])=[C:5]([C:7]([F:10])([F:9])[F:8])[N:6]=1.CN(C=O)C.C([O-])([O-])=O.[K+].[K+].[CH3:24][CH2:25][O:26][C:27]([CH2:29]Br)=[O:28]. (10) Given the product [F:1][C:2]([F:32])([F:33])[C:3]1[CH:4]=[C:5]([CH:13]=[CH:14][C:15]([NH:17][C@H:18]([C:28]([OH:30])=[O:29])[CH2:19][C:20]2[CH:25]=[CH:24][C:23]([O:26][CH3:27])=[CH:22][CH:21]=2)=[O:16])[CH:6]=[C:7]([C:9]([F:10])([F:11])[F:12])[CH:8]=1, predict the reactants needed to synthesize it. The reactants are: [F:1][C:2]([F:33])([F:32])[C:3]1[CH:4]=[C:5]([CH:13]=[CH:14][C:15]([NH:17][C@H:18]([C:28]([O:30]C)=[O:29])[CH2:19][C:20]2[CH:25]=[CH:24][C:23]([O:26][CH3:27])=[CH:22][CH:21]=2)=[O:16])[CH:6]=[C:7]([C:9]([F:12])([F:11])[F:10])[CH:8]=1.[OH-].[Na+].